From a dataset of Catalyst prediction with 721,799 reactions and 888 catalyst types from USPTO. Predict which catalyst facilitates the given reaction. (1) Reactant: [CH3:1][C:2]1[CH:7]=[C:6]([CH3:8])[C:5]([N:9]2[C:16]3[N:12]([N:13]=[C:14]([C:17]4[CH:18]=[N:19][CH:20]=[CH:21][CH:22]=4)[CH:15]=3)[CH:11]=[CH:10]2)=[CH:4][C:3]=1[NH:23][C:24](=[O:39])[C:25]1[CH:30]=[C:29]([S:31]([F:36])([F:35])([F:34])([F:33])[F:32])[CH:28]=[C:27]([CH:37]=[O:38])[CH:26]=1.O.P([O-])(O)(O)=[O:42].[Na+].Cl([O-])=O.[Na+]. Product: [CH3:1][C:2]1[CH:7]=[C:6]([CH3:8])[C:5]([N:9]2[C:16]3[N:12]([N:13]=[C:14]([C:17]4[CH:18]=[N:19][CH:20]=[CH:21][CH:22]=4)[CH:15]=3)[CH:11]=[CH:10]2)=[CH:4][C:3]=1[NH:23][C:24]([C:25]1[CH:26]=[C:27]([CH:28]=[C:29]([S:31]([F:35])([F:34])([F:33])([F:36])[F:32])[CH:30]=1)[C:37]([OH:42])=[O:38])=[O:39]. The catalyst class is: 58. (2) Reactant: [C:1]([O:5][C:6](=[O:14])[NH:7][CH:8]1[CH2:13][CH2:12][NH:11][CH2:10][CH2:9]1)([CH3:4])([CH3:3])[CH3:2].[CH:15]([O:18][C:19]1[CH:20]=[C:21]([CH:24]=[C:25]([O:27][CH:28]([CH3:30])[CH3:29])[CH:26]=1)[CH:22]=O)([CH3:17])[CH3:16].C(O)(=O)C.C([BH3-])#N.[Na+]. Product: [C:1]([O:5][C:6](=[O:14])[NH:7][CH:8]1[CH2:13][CH2:12][N:11]([CH2:22][C:21]2[CH:24]=[C:25]([O:27][CH:28]([CH3:30])[CH3:29])[CH:26]=[C:19]([O:18][CH:15]([CH3:17])[CH3:16])[CH:20]=2)[CH2:10][CH2:9]1)([CH3:4])([CH3:2])[CH3:3]. The catalyst class is: 8.